From a dataset of Forward reaction prediction with 1.9M reactions from USPTO patents (1976-2016). Predict the product of the given reaction. (1) Given the reactants [F:1][C:2]1[CH:3]=[C:4]([C@H:10]2[CH2:14][CH2:13][CH2:12][N:11]2[C:15]2[CH:20]=[CH:19][N:18]3[N:21]=[CH:22][C:23]([C:24](O)=[O:25])=[C:17]3[N:16]=2)[C:5]([O:8][CH3:9])=[N:6][CH:7]=1.[CH:27]1([NH2:30])[CH2:29][CH2:28]1, predict the reaction product. The product is: [CH:27]1([NH:30][C:24]([C:23]2[CH:22]=[N:21][N:18]3[CH:19]=[CH:20][C:15]([N:11]4[CH2:12][CH2:13][CH2:14][C@@H:10]4[C:4]4[C:5]([O:8][CH3:9])=[N:6][CH:7]=[C:2]([F:1])[CH:3]=4)=[N:16][C:17]=23)=[O:25])[CH2:29][CH2:28]1. (2) Given the reactants Br[C:2]1[CH:7]=[CH:6][N:5]2[CH:8]=[C:9]([C:11]3[CH:16]=[CH:15][C:14]([O:17][CH2:18][F:19])=[CH:13][CH:12]=3)[N:10]=[C:4]2[CH:3]=1.Cl.[NH:21]1[CH2:26][CH2:25][O:24][CH2:23][CH2:22]1, predict the reaction product. The product is: [F:19][CH2:18][O:17][C:14]1[CH:15]=[CH:16][C:11]([C:9]2[N:10]=[C:4]3[CH:3]=[C:2]([N:21]4[CH2:26][CH2:25][O:24][CH2:23][CH2:22]4)[CH:7]=[CH:6][N:5]3[CH:8]=2)=[CH:12][CH:13]=1.